This data is from Forward reaction prediction with 1.9M reactions from USPTO patents (1976-2016). The task is: Predict the product of the given reaction. (1) The product is: [CH3:9][O:8][C:7]1[CH:6]=[CH:5][C:4]([NH:10][C:11]([NH2:13])=[O:12])=[CH:3][C:2]=1[NH:1][C:15]([NH:14][C:17]1[C:25]2[N:24]=[CH:23][N:22]([CH3:26])[C:21]=2[CH:20]=[CH:19][CH:18]=1)=[S:16]. Given the reactants [NH2:1][C:2]1[CH:3]=[C:4]([NH:10][C:11]([NH2:13])=[O:12])[CH:5]=[CH:6][C:7]=1[O:8][CH3:9].[N:14]([C:17]1[C:25]2[N:24]=[CH:23][N:22]([CH3:26])[C:21]=2[CH:20]=[CH:19][CH:18]=1)=[C:15]=[S:16].COC1C=CN=CC=1NC(NC1C2N=CN(C)C=2C=CC=1)=S, predict the reaction product. (2) Given the reactants [CH3:1][O:2][C:3]1[CH:37]=[C:36]([O:38][CH3:39])[CH:35]=[CH:34][C:4]=1[CH2:5][N:6]([C:29]1[S:33][N:32]=[CH:31][N:30]=1)[S:7]([C:10]1[CH:18]=[C:17]2[C:13]([C:14](B3OC(C)(C)C(C)(C)O3)=[CH:15][N:16]2[CH3:19])=[CH:12][CH:11]=1)(=[O:9])=[O:8].Br[C:41]1[CH:42]=[CH:43][CH:44]=[C:45]2[C:50]=1[CH2:49][N:48]([C:51]([O:53][C:54]([CH3:57])([CH3:56])[CH3:55])=[O:52])[CH2:47][CH2:46]2.P([O-])([O-])([O-])=O.[K+].[K+].[K+].CN(C=O)C, predict the reaction product. The product is: [CH3:1][O:2][C:3]1[CH:37]=[C:36]([O:38][CH3:39])[CH:35]=[CH:34][C:4]=1[CH2:5][N:6]([C:29]1[S:33][N:32]=[CH:31][N:30]=1)[S:7]([C:10]1[CH:18]=[C:17]2[C:13]([C:14]([C:41]3[CH:42]=[CH:43][CH:44]=[C:45]4[C:50]=3[CH2:49][N:48]([C:51]([O:53][C:54]([CH3:57])([CH3:56])[CH3:55])=[O:52])[CH2:47][CH2:46]4)=[CH:15][N:16]2[CH3:19])=[CH:12][CH:11]=1)(=[O:8])=[O:9]. (3) The product is: [Cl:23][C:17](=[O:19])[CH2:16][C@@H:12]1[CH2:13][CH2:14][CH2:15][N:11]1[C:9]([O:8][CH2:1][C:2]1[CH:7]=[CH:6][CH:5]=[CH:4][CH:3]=1)=[O:10]. Given the reactants [CH2:1]([O:8][C:9]([N:11]1[CH2:15][CH2:14][CH2:13][C@H:12]1[CH2:16][C:17]([OH:19])=O)=[O:10])[C:2]1[CH:7]=[CH:6][CH:5]=[CH:4][CH:3]=1.C(Cl)(=O)C([Cl:23])=O, predict the reaction product. (4) Given the reactants [CH2:1]([O:3][C:4]([C:6]1[C:10]2[CH2:11][CH2:12][CH2:13][CH2:14][C:9]=2[S:8][C:7]=1[NH2:15])=[O:5])[CH3:2].N1C=CC=CC=1.CO[C:24]1[CH:25]=[C:26]([CH:30]=[CH:31][C:32]=1OC)[C:27](Cl)=[O:28].[CH2:35]([Cl:37])Cl, predict the reaction product. The product is: [CH2:1]([O:3][C:4]([C:6]1[C:10]2[CH2:11][CH2:12][CH2:13][CH2:14][C:9]=2[S:8][C:7]=1[NH:15][C:27](=[O:28])[C:26]1[CH:30]=[CH:31][CH:32]=[C:24]([CH2:35][Cl:37])[CH:25]=1)=[O:5])[CH3:2]. (5) Given the reactants [NH2:1][C@H:2]([CH3:19])[CH2:3][N:4]1[CH:8]=[CH:7][C:6]([C:9]2[CH:16]=[CH:15][C:12]([C:13]#[N:14])=[C:11]([Cl:17])[C:10]=2[CH3:18])=[N:5]1.[N:20]1[CH:25]=[CH:24][CH:23]=[C:22]([C:26]2[CH2:27][C:28]([C:31](O)=[O:32])=[N:29][N:30]=2)[CH:21]=1.CCN(C(C)C)C(C)C.C1C=CC2N(O)N=NC=2C=1.CCN=C=NCCCN(C)C, predict the reaction product. The product is: [Cl:17][C:11]1[C:10]([CH3:18])=[C:9]([C:6]2[CH:7]=[CH:8][N:4]([CH2:3][C@H:2]([NH:1][C:31]([C:28]3[CH:27]=[C:26]([C:22]4[CH:21]=[N:20][CH:25]=[CH:24][CH:23]=4)[NH:30][N:29]=3)=[O:32])[CH3:19])[N:5]=2)[CH:16]=[CH:15][C:12]=1[C:13]#[N:14]. (6) Given the reactants Br[C:2]1[CH:11]=[CH:10][CH:9]=[C:8]2[C:3]=1[CH:4]=[C:5]([O:12][CH3:13])[CH:6]=[N:7]2, predict the reaction product. The product is: [CH3:13][O:12][C:5]1[CH:6]=[N:7][C:8]2[C:3]([CH:4]=1)=[C:2]([CH2:3][CH2:4][CH:5]=[O:12])[CH:11]=[CH:10][CH:9]=2.